From a dataset of Reaction yield outcomes from USPTO patents with 853,638 reactions. Predict the reaction yield, written as a fraction of the theoretical maximum amount of product (1.0 means a 100% yield; for example, 0.34 means a 34% yield). (1) The yield is 0.720. The catalyst is ClCCl. The reactants are [C:1]([O:5][C:6]([N:8]1[CH2:13][CH:12]([OH:14])[CH2:11][CH:10]([C:15]([OH:17])=[O:16])[CH2:9]1)=[O:7])([CH3:4])([CH3:3])[CH3:2].N1C=CN=C1.[C:23]([Si:27](Cl)([CH3:29])[CH3:28])([CH3:26])([CH3:25])[CH3:24].[OH-].[Li+].Cl. The product is [C:1]([O:5][C:6]([N:8]1[CH2:13][CH:12]([O:14][Si:27]([C:23]([CH3:26])([CH3:25])[CH3:24])([CH3:29])[CH3:28])[CH2:11][CH:10]([C:15]([OH:17])=[O:16])[CH2:9]1)=[O:7])([CH3:4])([CH3:2])[CH3:3]. (2) The reactants are [Li]C(C)(C)C.[C:6]1([NH:12][C:13]2[N:14]([C:18]([C:31]3[CH:36]=[CH:35][CH:34]=[CH:33][CH:32]=3)([C:25]3[CH:30]=[CH:29][CH:28]=[CH:27][CH:26]=3)[C:19]3[CH:24]=[CH:23][CH:22]=[CH:21][CH:20]=3)[CH:15]=[CH:16][N:17]=2)[CH:11]=[CH:10][CH:9]=[CH:8][CH:7]=1.[CH3:37][O:38][C:39]1[CH:40]=[C:41]([CH:45]=[C:46]([O:50][CH3:51])[C:47]=1[O:48][CH3:49])[C:42](Cl)=[O:43]. The catalyst is C1COCC1. The product is [C:6]1([NH:12][C:13]2[N:14]([C:18]([C:25]3[CH:26]=[CH:27][CH:28]=[CH:29][CH:30]=3)([C:19]3[CH:24]=[CH:23][CH:22]=[CH:21][CH:20]=3)[C:31]3[CH:36]=[CH:35][CH:34]=[CH:33][CH:32]=3)[CH:15]=[C:16]([C:42]([C:41]3[CH:45]=[C:46]([O:50][CH3:51])[C:47]([O:48][CH3:49])=[C:39]([O:38][CH3:37])[CH:40]=3)=[O:43])[N:17]=2)[CH:11]=[CH:10][CH:9]=[CH:8][CH:7]=1. The yield is 0.437. (3) The reactants are C[O:2][C:3](=O)[CH2:4][CH2:5][C:6]1[C:7](=[O:12])[N:8]([CH3:11])[CH2:9][CH:10]=1.CO.[NH2:16][O:17][K].C(O)(=O)C. The catalyst is CO.C(Cl)(Cl)Cl. The product is [OH:17][NH:16][C:3](=[O:2])[CH2:4][CH2:5][C:6]1[C:7](=[O:12])[N:8]([CH3:11])[CH2:9][CH:10]=1. The yield is 0.590. (4) The reactants are [C:1]([NH:20][CH2:21][CH2:22][CH2:23][N:24]([CH3:26])[CH3:25])(=[O:19])[CH2:2][CH2:3][CH2:4][CH2:5][CH2:6][CH2:7][CH2:8][CH2:9][CH2:10][CH2:11][CH2:12][CH2:13][CH2:14][CH2:15][CH2:16][CH2:17][CH3:18].[Cl:27][CH2:28][C:29]([O:31][CH2:32]/[CH:33]=[C:34](/[CH2:36][CH2:37][CH:38]=[C:39]([CH3:41])[CH3:40])\[CH3:35])=[O:30].ClCC([O-])=O. The catalyst is C(Cl)(Cl)Cl. The product is [Cl-:27].[CH3:26][N+:24]([CH3:25])([CH2:28][C:29]([O:31][CH2:32]/[CH:33]=[C:34](/[CH2:36][CH2:37][CH:38]=[C:39]([CH3:41])[CH3:40])\[CH3:35])=[O:30])[CH2:23][CH2:22][CH2:21][NH:20][C:1](=[O:19])[CH2:2][CH2:3][CH2:4][CH2:5][CH2:6][CH2:7][CH2:8][CH2:9][CH2:10][CH2:11][CH2:12][CH2:13][CH2:14][CH2:15][CH2:16][CH2:17][CH3:18]. The yield is 0.819. (5) The reactants are [F:1][C:2]1[CH:9]=[C:8]([N:10]2[C:18]3[CH2:17][C:16]([CH3:20])([CH3:19])[CH2:15][C:14](=[O:21])[C:13]=3[C:12]([CH3:22])=[N:11]2)[CH:7]=[C:6](F)[C:3]=1[C:4]#[N:5].CCN(C(C)C)C(C)C.[NH2:33][C@H:34]1[CH2:39][CH2:38][C@H:37]([OH:40])[CH2:36][CH2:35]1. The catalyst is CS(C)=O.CCOC(C)=O. The product is [F:1][C:2]1[CH:9]=[C:8]([N:10]2[C:18]3[CH2:17][C:16]([CH3:19])([CH3:20])[CH2:15][C:14](=[O:21])[C:13]=3[C:12]([CH3:22])=[N:11]2)[CH:7]=[C:6]([NH:33][C@H:34]2[CH2:39][CH2:38][C@H:37]([OH:40])[CH2:36][CH2:35]2)[C:3]=1[C:4]#[N:5]. The yield is 1.00. (6) The reactants are C([O:3][C:4](=[O:17])[C:5]1[CH:10]=[CH:9][C:8]([NH:11][CH2:12][CH:13]2[CH2:15][CH2:14]2)=[C:7]([NH2:16])[CH:6]=1)C.[CH2:18]([N:20]1[C:32]2[CH:31]=[CH:30][C:29]([CH:33]=O)=[CH:28][C:27]=2[C:26]2[C:21]1=[CH:22][CH:23]=[C:24]([O:35][CH3:36])[CH:25]=2)[CH3:19].[Cl-].[Na+]. The catalyst is C(O)(=O)C. The product is [CH:13]1([CH2:12][N:11]2[C:8]3[CH:9]=[CH:10][C:5]([C:4]([OH:3])=[O:17])=[CH:6][C:7]=3[N:16]=[C:33]2[C:29]2[CH:30]=[CH:31][C:32]3[N:20]([CH2:18][CH3:19])[C:21]4[C:26]([C:27]=3[CH:28]=2)=[CH:25][C:24]([O:35][CH3:36])=[CH:23][CH:22]=4)[CH2:14][CH2:15]1. The yield is 0.0900.